Dataset: Peptide-MHC class I binding affinity with 185,985 pairs from IEDB/IMGT. Task: Regression. Given a peptide amino acid sequence and an MHC pseudo amino acid sequence, predict their binding affinity value. This is MHC class I binding data. (1) The peptide sequence is TENSGKDI. The MHC is H-2-Kk with pseudo-sequence H-2-Kk. The binding affinity (normalized) is 0.818. (2) The peptide sequence is TPSVKVCIV. The MHC is HLA-B46:01 with pseudo-sequence HLA-B46:01. The binding affinity (normalized) is 0.0847. (3) The peptide sequence is AQFSPQYL. The MHC is HLA-B44:03 with pseudo-sequence HLA-B44:03. The binding affinity (normalized) is 0.0237. (4) The peptide sequence is IQAGVDRFY. The MHC is HLA-A26:01 with pseudo-sequence HLA-A26:01. The binding affinity (normalized) is 0.0847. (5) The peptide sequence is ADGGCSGGA. The MHC is Patr-B2401 with pseudo-sequence Patr-B2401. The binding affinity (normalized) is 0. (6) The peptide sequence is LTAGFLIFL. The MHC is HLA-B58:01 with pseudo-sequence HLA-B58:01. The binding affinity (normalized) is 0.742.